From a dataset of Full USPTO retrosynthesis dataset with 1.9M reactions from patents (1976-2016). Predict the reactants needed to synthesize the given product. (1) Given the product [CH2:50]([O:52][C:53](=[O:56])[CH2:54][NH:55][C:22](=[O:24])[C:21]1[CH:20]=[CH:19][C:18]([O:17][CH2:10][C:11]2[CH:12]=[CH:13][CH:14]=[CH:15][CH:16]=2)=[CH:26][CH:25]=1)[CH3:51], predict the reactants needed to synthesize it. The reactants are: CCN(C(C)C)C(C)C.[CH2:10]([O:17][C:18]1[CH:26]=[CH:25][C:21]([C:22]([OH:24])=O)=[CH:20][CH:19]=1)[C:11]1[CH:16]=[CH:15][CH:14]=[CH:13][CH:12]=1.C1C=CC2N(O)N=NC=2C=1.CCN=C=NCCCN(C)C.Cl.Cl.[CH2:50]([O:52][C:53](=[O:56])[CH2:54][NH2:55])[CH3:51]. (2) Given the product [CH2:2]([C:15]1[C:16]([NH2:23])=[C:17]([CH:21]=[CH:22][C:14]=1[C:7]([O:9][C:10]([CH3:11])([CH3:12])[CH3:13])=[O:8])[C:18]([NH2:25])=[O:20])[CH3:3], predict the reactants needed to synthesize it. The reactants are: Cl.[CH2:2](N)[CH3:3].[OH-].[Na+].[C:7]([C:14]1[CH:22]=[CH:21][C:17]([C:18]([OH:20])=O)=[C:16]([NH2:23])[CH:15]=1)([O:9][C:10]([CH3:13])([CH3:12])[CH3:11])=[O:8].C[N:25](C(ON1N=NC2C=CC=CC1=2)=[N+](C)C)C.[B-](F)(F)(F)F.CCN(C(C)C)C(C)C. (3) Given the product [Cl:9][C:10]1[CH:15]=[CH:14][N:13]=[CH:12][C:11]=1[Sn:16]([CH2:21][CH2:22][CH2:23][CH3:24])([CH2:25][CH2:26][CH2:27][CH3:28])[CH2:17][CH2:18][CH2:19][CH3:20], predict the reactants needed to synthesize it. The reactants are: [Li+].CC([N-]C(C)C)C.[Cl:9][C:10]1[CH:15]=[CH:14][N:13]=[CH:12][CH:11]=1.[Sn:16](Cl)([CH2:25][CH2:26][CH2:27][CH3:28])([CH2:21][CH2:22][CH2:23][CH3:24])[CH2:17][CH2:18][CH2:19][CH3:20].